The task is: Regression. Given two drug SMILES strings and cell line genomic features, predict the synergy score measuring deviation from expected non-interaction effect.. This data is from NCI-60 drug combinations with 297,098 pairs across 59 cell lines. (1) Drug 1: CC1C(C(CC(O1)OC2CC(CC3=C2C(=C4C(=C3O)C(=O)C5=C(C4=O)C(=CC=C5)OC)O)(C(=O)C)O)N)O.Cl. Drug 2: C1=C(C(=O)NC(=O)N1)N(CCCl)CCCl. Cell line: SK-OV-3. Synergy scores: CSS=21.2, Synergy_ZIP=-4.35, Synergy_Bliss=-1.73, Synergy_Loewe=-8.98, Synergy_HSA=0.126. (2) Drug 1: CN1C2=C(C=C(C=C2)N(CCCl)CCCl)N=C1CCCC(=O)O.Cl. Drug 2: C1C(C(OC1N2C=NC(=NC2=O)N)CO)O. Cell line: OVCAR3. Synergy scores: CSS=10.6, Synergy_ZIP=-7.58, Synergy_Bliss=-11.3, Synergy_Loewe=-5.77, Synergy_HSA=-5.72. (3) Drug 1: CN(C)N=NC1=C(NC=N1)C(=O)N. Drug 2: C1CN1P(=S)(N2CC2)N3CC3. Cell line: IGROV1. Synergy scores: CSS=30.2, Synergy_ZIP=2.67, Synergy_Bliss=8.10, Synergy_Loewe=9.00, Synergy_HSA=10.3.